From a dataset of Full USPTO retrosynthesis dataset with 1.9M reactions from patents (1976-2016). Predict the reactants needed to synthesize the given product. (1) Given the product [CH:1]1([NH:7][C:8]2[C:12]3([CH2:17][CH2:16][N:15]([CH2:18][C:19]4[CH:24]=[CH:23][CH:22]=[C:21]([C:38]5[CH:39]=[N:40][CH:41]=[CH:42][C:43]=5[CH3:44])[CH:20]=4)[CH2:14][CH2:13]3)[N:11]([C:28]3[CH:33]=[CH:32][CH:31]=[C:30]([F:34])[CH:29]=3)[C:10](=[O:35])[N:9]=2)[CH2:6][CH2:5][CH2:4][CH2:3][CH2:2]1, predict the reactants needed to synthesize it. The reactants are: [CH:1]1([NH:7][C:8]2[C:12]3([CH2:17][CH2:16][N:15]([CH2:18][C:19]4[CH:20]=[C:21](B(O)O)[CH:22]=[CH:23][CH:24]=4)[CH2:14][CH2:13]3)[N:11]([C:28]3[CH:33]=[CH:32][CH:31]=[C:30]([F:34])[CH:29]=3)[C:10](=[O:35])[N:9]=2)[CH2:6][CH2:5][CH2:4][CH2:3][CH2:2]1.O.Br[C:38]1[CH:39]=[N:40][CH:41]=[CH:42][C:43]=1[CH3:44].C(=O)([O-])[O-].[Na+].[Na+]. (2) Given the product [NH2:9][C:8]1[N:10]([CH2:12][CH2:13][OH:14])[N:11]=[CH:4][C:5]=1[C:6]#[N:7], predict the reactants needed to synthesize it. The reactants are: C(O[CH:4]=[C:5]([C:8]#[N:9])[C:6]#[N:7])C.[NH:10]([CH2:12][CH2:13][OH:14])[NH2:11]. (3) Given the product [CH:38]1([NH:42][C:21]2[N:20]=[C:19]([O:18][C:11]3[C:12]4[C:17](=[CH:16][CH:15]=[CH:14][CH:13]=4)[C:8]([NH:7][C:5](=[O:6])[C:4]4[CH:29]=[C:30]([N:32]5[CH2:37][CH2:36][CH2:35][CH2:34][CH2:33]5)[CH:31]=[C:2]([F:1])[CH:3]=4)=[CH:9][CH:10]=3)[CH:24]=[CH:23][N:22]=2)[CH2:41][CH2:40][CH2:39]1, predict the reactants needed to synthesize it. The reactants are: [F:1][C:2]1[CH:3]=[C:4]([CH:29]=[C:30]([N:32]2[CH2:37][CH2:36][CH2:35][CH2:34][CH2:33]2)[CH:31]=1)[C:5]([NH:7][C:8]1[C:17]2[C:12](=[CH:13][CH:14]=[CH:15][CH:16]=2)[C:11]([O:18][C:19]2[CH:24]=[CH:23][N:22]=[C:21](S(C)(=O)=O)[N:20]=2)=[CH:10][CH:9]=1)=[O:6].[CH:38]1([NH2:42])[CH2:41][CH2:40][CH2:39]1. (4) Given the product [Br:16][C:10]1[CH:11]=[C:12]([Cl:15])[CH:13]=[CH:14][C:9]=1[O:8][CH2:7][C:6]([OH:17])=[O:5], predict the reactants needed to synthesize it. The reactants are: C([O:5][C:6](=[O:17])[CH2:7][O:8][C:9]1[CH:14]=[CH:13][C:12]([Cl:15])=[CH:11][C:10]=1[Br:16])(C)(C)C.FC(F)(F)C(O)=O.